Dataset: Peptide-MHC class II binding affinity with 134,281 pairs from IEDB. Task: Regression. Given a peptide amino acid sequence and an MHC pseudo amino acid sequence, predict their binding affinity value. This is MHC class II binding data. (1) The peptide sequence is LQIIDKIDAAFKVAA. The MHC is HLA-DPA10201-DPB10501 with pseudo-sequence HLA-DPA10201-DPB10501. The binding affinity (normalized) is 0.446. (2) The peptide sequence is EVIPTAFKIGKTYTP. The MHC is HLA-DQA10501-DQB10201 with pseudo-sequence HLA-DQA10501-DQB10201. The binding affinity (normalized) is 0.0862. (3) The peptide sequence is LSPLTKGILGFVFTL. The MHC is DRB1_0401 with pseudo-sequence DRB1_0401. The binding affinity (normalized) is 0.322. (4) The peptide sequence is RFKYLLNVSYLCHLV. The MHC is DRB3_0101 with pseudo-sequence DRB3_0101. The binding affinity (normalized) is 0.438. (5) The MHC is H-2-IAd with pseudo-sequence H-2-IAd. The peptide sequence is KRLWKMLDPRQGLAV. The binding affinity (normalized) is 0.419. (6) The peptide sequence is GELQIVPKIDAAFKI. The MHC is DRB1_1101 with pseudo-sequence DRB1_1101. The binding affinity (normalized) is 0.983. (7) The peptide sequence is GCQTYKWETFLTSEL. The MHC is DRB1_1302 with pseudo-sequence DRB1_1302. The binding affinity (normalized) is 0.0616.